This data is from Forward reaction prediction with 1.9M reactions from USPTO patents (1976-2016). The task is: Predict the product of the given reaction. (1) Given the reactants [CH3:1][O:2][C:3]1[CH:4]=[C:5]([O:9][C:10]2[CH:16]=[CH:15][C:13]([NH2:14])=[CH:12][CH:11]=2)[CH:6]=[CH:7][CH:8]=1.CC([N:21]([C@@H:25]([C:28](NC1C=NC(OC2C=CC(C#N)=C(C(C)C)C=2)=CC=1)=[O:29])[CH2:26][CH3:27])[C:22](=O)[O-:23])(C)C.Cl, predict the reaction product. The product is: [CH2:26]([C@H:25]1[NH:21][C:22](=[O:23])[N:14]([C:13]2[CH:15]=[CH:16][C:10]([O:9][C:5]3[CH:6]=[CH:7][CH:8]=[C:3]([O:2][CH3:1])[CH:4]=3)=[CH:11][CH:12]=2)[C:28]1=[O:29])[CH3:27]. (2) Given the reactants [CH:1]1([N:4]([CH:18]2[CH2:23][CH2:22][NH:21][CH2:20][CH2:19]2)[C:5](=[O:17])[C:6]2[CH:11]=[CH:10][C:9]([C:12]3[O:16][CH:15]=[N:14][CH:13]=3)=[CH:8][CH:7]=2)[CH2:3][CH2:2]1.[Br:24][C:25]1[CH:26]=[N:27][C:28](F)=[N:29][CH:30]=1, predict the reaction product. The product is: [Br:24][C:25]1[CH:26]=[N:27][C:28]([N:21]2[CH2:22][CH2:23][CH:18]([N:4]([CH:1]3[CH2:3][CH2:2]3)[C:5](=[O:17])[C:6]3[CH:7]=[CH:8][C:9]([C:12]4[O:16][CH:15]=[N:14][CH:13]=4)=[CH:10][CH:11]=3)[CH2:19][CH2:20]2)=[N:29][CH:30]=1. (3) Given the reactants C(=O)([O-])[O-].[Cs+].[Cs+].[NH2:7][C:8]([C:10]1[C:14]([NH:15][C:16](=[O:28])[C:17]2[CH:22]=[C:21]([I:23])[CH:20]=[N:19][C:18]=2[O:24][CH2:25][CH2:26][CH3:27])=[C:13]([CH2:29][CH3:30])[NH:12][N:11]=1)=[O:9].[C:31]([O:35][C:36]([N:38]1[CH2:41][CH:40](I)[CH2:39]1)=[O:37])([CH3:34])([CH3:33])[CH3:32], predict the reaction product. The product is: [NH2:7][C:8]([C:10]1[C:14]([NH:15][C:16]([C:17]2[C:18]([O:24][CH2:25][CH2:26][CH3:27])=[N:19][CH:20]=[C:21]([I:23])[CH:22]=2)=[O:28])=[C:13]([CH2:29][CH3:30])[N:12]([CH:40]2[CH2:39][N:38]([C:36]([O:35][C:31]([CH3:34])([CH3:33])[CH3:32])=[O:37])[CH2:41]2)[N:11]=1)=[O:9]. (4) Given the reactants Br[C:2]1[CH:3]=[C:4]([S:8]([N:11]2[CH2:16][CH2:15][O:14][CH2:13][CH2:12]2)(=[O:10])=[O:9])[CH:5]=[CH:6][CH:7]=1.[CH3:17][C:18]1([CH3:34])[C:22]([CH3:24])([CH3:23])[O:21][B:20]([B:20]2[O:21][C:22]([CH3:24])([CH3:23])[C:18]([CH3:34])([CH3:17])[O:19]2)[O:19]1.CC([O-])=O.[K+].O, predict the reaction product. The product is: [CH3:17][C:18]1([CH3:34])[C:22]([CH3:24])([CH3:23])[O:21][B:20]([C:2]2[CH:3]=[C:4]([S:8]([N:11]3[CH2:16][CH2:15][O:14][CH2:13][CH2:12]3)(=[O:10])=[O:9])[CH:5]=[CH:6][CH:7]=2)[O:19]1. (5) Given the reactants O[CH:2]1[C:11]2[N:10]=[CH:9][CH:8]=[CH:7][C:6]=2[CH2:5][CH2:4][CH2:3]1.C(N(CC)CC)C.CS(Cl)(=O)=O.[N-:24]=[N+:25]=[N-:26].[Na+], predict the reaction product. The product is: [N:24]([CH:2]1[C:11]2[N:10]=[CH:9][CH:8]=[CH:7][C:6]=2[CH2:5][CH2:4][CH2:3]1)=[N+:25]=[N-:26]. (6) Given the reactants [CH:1]1([C:6]2[NH:11][C:10](=[O:12])[C:9]([CH:13]([NH:16][C:17]([CH:19]3[CH2:23][CH2:22][CH2:21][CH2:20]3)=O)[CH2:14][CH3:15])=[N:8][N:7]=2)[CH2:5][CH2:4][CH2:3][CH2:2]1.P(Cl)(Cl)(Cl)=O, predict the reaction product. The product is: [CH:1]1([C:6]2[NH:11][C:10](=[O:12])[C:9]3=[C:13]([CH2:14][CH3:15])[N:16]=[C:17]([CH:19]4[CH2:23][CH2:22][CH2:21][CH2:20]4)[N:8]3[N:7]=2)[CH2:5][CH2:4][CH2:3][CH2:2]1. (7) Given the reactants [Cl:1][C:2]1[N:7]=[C:6](Cl)[C:5]([F:9])=[CH:4][N:3]=1.[C:10]1([C:16]2[O:17][C:18]([C:21]3[CH:22]=[C:23]([CH:25]=[CH:26][CH:27]=3)[NH2:24])=[N:19][N:20]=2)[CH:15]=[CH:14][CH:13]=[CH:12][CH:11]=1, predict the reaction product. The product is: [Cl:1][C:2]1[N:7]=[C:6]([NH:24][C:23]2[CH:25]=[CH:26][CH:27]=[C:21]([C:18]3[O:17][C:16]([C:10]4[CH:11]=[CH:12][CH:13]=[CH:14][CH:15]=4)=[N:20][N:19]=3)[CH:22]=2)[C:5]([F:9])=[CH:4][N:3]=1.